From a dataset of Reaction yield outcomes from USPTO patents with 853,638 reactions. Predict the reaction yield, written as a fraction of the theoretical maximum amount of product (1.0 means a 100% yield; for example, 0.34 means a 34% yield). (1) The reactants are Cl[C:2]1[N:7]=[C:6]([NH:8][C:9]2[CH:14]=[CH:13][C:12]3[O:15][CH2:16][CH2:17][O:18][C:11]=3[CH:10]=2)[C:5]([F:19])=[CH:4][N:3]=1.[CH:20](N(CC)C(C)C)(C)C.[CH2:29]([O:33][C:34]1[CH:40]=[CH:39][C:37](N)=[CH:36][CH:35]=1)[CH2:30][CH2:31][CH3:32]. The catalyst is C(O)CO. The product is [CH2:29]([O:33][C:34]1[CH:40]=[CH:39][C:37]([NH:7][C:2]2[CH:20]=[C:6]([NH:8][C:9]3[CH:14]=[CH:13][C:12]4[O:15][CH2:16][CH2:17][O:18][C:11]=4[CH:10]=3)[C:5]([F:19])=[CH:4][N:3]=2)=[CH:36][CH:35]=1)[CH2:30][CH2:31][CH3:32]. The yield is 0.490. (2) The reactants are Br[C:2]1[CH:3]=[N:4][CH:5]=[C:6]2[C:11]=1[N:10]=[C:9]([C:12]([NH:14][CH2:15][CH2:16][S:17]([CH3:20])(=[O:19])=[O:18])=[O:13])[CH:8]=[CH:7]2.[F:21][C:22]1[CH:23]=[C:24](B(O)O)[CH:25]=[CH:26][C:27]=1[F:28].C(=O)([O-])[O-].[Cs+].[Cs+]. The catalyst is O1CCOCC1.O.C1(P([C-]2C=CC=C2)C2C=CC=CC=2)C=CC=CC=1.[C-]1(P(C2C=CC=CC=2)C2C=CC=CC=2)C=CC=C1.[Fe+2].[Pd](Cl)Cl. The product is [F:21][C:22]1[CH:23]=[C:24]([C:2]2[CH:3]=[N:4][CH:5]=[C:6]3[C:11]=2[N:10]=[C:9]([C:12]([NH:14][CH2:15][CH2:16][S:17]([CH3:20])(=[O:19])=[O:18])=[O:13])[CH:8]=[CH:7]3)[CH:25]=[CH:26][C:27]=1[F:28]. The yield is 0.970. (3) The reactants are [C:1]([O:5][C:6]([C:8]1[O:9][C:10]2[CH:17]=[CH:16][C:15](I)=[C:14]([O:19][CH3:20])[C:11]=2[C:12]=1[CH3:13])=[O:7])([CH3:4])([CH3:3])[CH3:2].[CH3:21][N:22](C=O)C. The catalyst is [C-]#N.[C-]#N.[Zn+2].C1C=CC([P]([Pd]([P](C2C=CC=CC=2)(C2C=CC=CC=2)C2C=CC=CC=2)([P](C2C=CC=CC=2)(C2C=CC=CC=2)C2C=CC=CC=2)[P](C2C=CC=CC=2)(C2C=CC=CC=2)C2C=CC=CC=2)(C2C=CC=CC=2)C2C=CC=CC=2)=CC=1. The product is [C:1]([O:5][C:6]([C:8]1[O:9][C:10]2[CH:17]=[CH:16][C:15]([C:21]#[N:22])=[C:14]([O:19][CH3:20])[C:11]=2[C:12]=1[CH3:13])=[O:7])([CH3:4])([CH3:3])[CH3:2]. The yield is 0.720. (4) The reactants are [CH3:1][O:2][C:3]1[CH:8]=[CH:7][C:6]([C:9]2[CH:17]=[CH:16][CH:15]=[C:14]3[C:10]=2[CH:11]=[CH:12][NH:13]3)=[CH:5][CH:4]=1.[Br-].[Br-].[Br-].[NH+]1C=CC=CC=1.[NH+]1C=CC=CC=1.[NH+]1C=CC=CC=1.C(O)(=[O:41])C. The catalyst is CC(O)(C)C.C(O)C.C(O)(=O)C.[Zn]. The product is [CH3:1][O:2][C:3]1[CH:4]=[CH:5][C:6]([C:9]2[CH:17]=[CH:16][CH:15]=[C:14]3[C:10]=2[CH2:11][C:12](=[O:41])[NH:13]3)=[CH:7][CH:8]=1. The yield is 0.840. (5) The reactants are [CH2:1]([O:8][C:9]1[CH:15]=[CH:14][C:13]([Cl:16])=[CH:12][C:10]=1[NH2:11])[C:2]1[CH:7]=[CH:6][CH:5]=[CH:4][CH:3]=1.[Br:17][C:18]1[N:23]=[C:22]([C:24](=O)[CH2:25][CH2:26][C:27](=O)[CH3:28])[CH:21]=[CH:20][CH:19]=1.CC1C=CC(S(O)(=O)=O)=CC=1. The catalyst is CN1C(=O)CCC1.[Cl-].[NH4+]. The product is [CH2:1]([O:8][C:9]1[CH:15]=[CH:14][C:13]([Cl:16])=[CH:12][C:10]=1[N:11]1[C:27]([CH3:28])=[CH:26][CH:25]=[C:24]1[C:22]1[CH:21]=[CH:20][CH:19]=[C:18]([Br:17])[N:23]=1)[C:2]1[CH:7]=[CH:6][CH:5]=[CH:4][CH:3]=1. The yield is 0.310. (6) The reactants are [NH2:1][C:2]1[S:3][C:4]([C:8]([O:10][CH2:11][CH3:12])=[O:9])=[C:5]([CH3:7])[N:6]=1.C(N(CC)CC)C.Cl.[C:21](Cl)(=[O:28])[C:22]1[CH:27]=[CH:26][N:25]=[CH:24][CH:23]=1. The catalyst is O1CCCC1. The product is [C:21]([NH:1][C:2]1[S:3][C:4]([C:8]([O:10][CH2:11][CH3:12])=[O:9])=[C:5]([CH3:7])[N:6]=1)(=[O:28])[C:22]1[CH:27]=[CH:26][N:25]=[CH:24][CH:23]=1. The yield is 0.900.